From a dataset of Forward reaction prediction with 1.9M reactions from USPTO patents (1976-2016). Predict the product of the given reaction. (1) Given the reactants [C:1]([O:5][C:6]([N:8]1[CH2:13][CH2:12][N:11]([C:14]2[C:19]([F:20])=[CH:18][C:17]([N+:21]([O-])=O)=[CH:16][C:15]=2[F:24])[CH2:10][CH2:9]1)=[O:7])([CH3:4])([CH3:3])[CH3:2], predict the reaction product. The product is: [C:1]([O:5][C:6]([N:8]1[CH2:9][CH2:10][N:11]([C:14]2[C:15]([F:24])=[CH:16][C:17]([NH2:21])=[CH:18][C:19]=2[F:20])[CH2:12][CH2:13]1)=[O:7])([CH3:4])([CH3:2])[CH3:3]. (2) The product is: [F:1][C:2]1[CH:3]=[C:4]([C:9]2([O:41][CH2:34][CH3:35])[CH2:14][CH2:13][CH2:12][N:11]3[C:15]([C:18]4[CH:23]=[CH:22][C:21]([C:24]5[O:28][C:27]([CH3:29])=[N:26][CH:25]=5)=[C:20]([O:30][CH3:31])[CH:19]=4)=[N:16][N:17]=[C:10]23)[CH:5]=[CH:6][C:7]=1[F:8]. Given the reactants [F:1][C:2]1[CH:3]=[C:4]([CH:9]2[CH2:14][CH2:13][CH2:12][N:11]3[C:15]([C:18]4[CH:23]=[CH:22][C:21]([C:24]5[O:28][C:27]([CH3:29])=[N:26][CH:25]=5)=[C:20]([O:30][CH3:31])[CH:19]=4)=[N:16][N:17]=[C:10]23)[CH:5]=[CH:6][C:7]=1[F:8].[H-].[Na+].[CH2:34](I)[CH3:35].CN(C=[O:41])C, predict the reaction product.